From a dataset of Forward reaction prediction with 1.9M reactions from USPTO patents (1976-2016). Predict the product of the given reaction. (1) Given the reactants [CH2:1]([NH:8][C:9](=[O:25])[C:10]1[CH:15]=[CH:14][C:13](B2OC(C)(C)C(C)(C)O2)=[CH:12][CH:11]=1)[C:2]1[CH:7]=[CH:6][CH:5]=[CH:4][CH:3]=1.Cl[C:27]1[C:28]([NH2:33])=[N:29][CH:30]=[CH:31][N:32]=1.C([O-])([O-])=O.[Na+].[Na+], predict the reaction product. The product is: [NH2:33][C:28]1[C:27]([C:13]2[CH:12]=[CH:11][C:10]([C:9]([NH:8][CH2:1][C:2]3[CH:3]=[CH:4][CH:5]=[CH:6][CH:7]=3)=[O:25])=[CH:15][CH:14]=2)=[N:32][CH:31]=[CH:30][N:29]=1. (2) Given the reactants C(=O)([O-])O.[Na+].CS(C)=O.Cl.[NH2:11][OH:12].[CH2:13]([C:17]1[N:18]=[C:19]([CH3:45])[N:20]([C:39]2[CH:44]=[CH:43][CH:42]=[CH:41][N:40]=2)[C:21](=[O:38])[C:22]=1[CH2:23][C:24]1[CH:25]=[CH:26][C:27]([C:30]2[CH:37]=[CH:36][CH:35]=[CH:34][C:31]=2[C:32]#[N:33])=[N:28][CH:29]=1)[CH2:14][CH2:15][CH3:16], predict the reaction product. The product is: [CH2:13]([C:17]1[N:18]=[C:19]([CH3:45])[N:20]([C:39]2[CH:44]=[CH:43][CH:42]=[CH:41][N:40]=2)[C:21](=[O:38])[C:22]=1[CH2:23][C:24]1[CH:25]=[CH:26][C:27]([C:30]2[CH:37]=[CH:36][CH:35]=[CH:34][C:31]=2[C:32](=[N:11][OH:12])[NH2:33])=[N:28][CH:29]=1)[CH2:14][CH2:15][CH3:16]. (3) Given the reactants P([O-])(O)(O)=O.[K+].P(=O)(O)(O)O.O=C[C@@H]([C@H]([C@@H]([C@@H](CO)O)O)O)O.C1C=[N+]([C@@H]2O[C@H](COP(OP(OC[C@H]3O[C@@H](N4C5N=CN=C(N)C=5N=C4)[C@H](OP(O)(O)=O)[C@@H]3O)(O)=O)(O)=O)[C@@H](O)[C@H]2O)C=C(C(N)=O)C=1.[O:72]=[C:73]1[CH2:78][CH2:77][O:76][CH2:75][C@@H:74]1[NH:79][C:80](=[O:89])[O:81][CH2:82][C:83]1[CH:88]=[CH:87][CH:86]=[CH:85][CH:84]=1.[OH-].[Na+], predict the reaction product. The product is: [OH:72][C@H:73]1[CH2:78][CH2:77][O:76][CH2:75][C@@H:74]1[NH:79][C:80](=[O:89])[O:81][CH2:82][C:83]1[CH:88]=[CH:87][CH:86]=[CH:85][CH:84]=1. (4) Given the reactants Br[C:2]1[CH:39]=[CH:38][C:5]([CH2:6][N:7]2[C:11]3[CH:12]=[CH:13][C:14]([O:16][CH2:17][C:18]4[CH:27]=[CH:26][C:25]5[C:20](=[CH:21][CH:22]=[C:23]([F:28])[CH:24]=5)[N:19]=4)=[CH:15][C:10]=3[N:9]=[C:8]2[C@H:29]2[CH2:34][CH2:33][CH2:32][CH2:31][C@H:30]2[C:35]([OH:37])=[O:36])=[CH:4][CH:3]=1.[F:40][C:41]([F:49])([F:48])[CH:42]1[CH2:47][CH2:46][NH:45][CH2:44][CH2:43]1, predict the reaction product. The product is: [F:28][C:23]1[CH:24]=[C:25]2[C:20](=[CH:21][CH:22]=1)[N:19]=[C:18]([CH2:17][O:16][C:14]1[CH:13]=[CH:12][C:11]3[N:7]([CH2:6][C:5]4[CH:4]=[CH:3][C:2]([N:45]5[CH2:46][CH2:47][CH:42]([C:41]([F:49])([F:48])[F:40])[CH2:43][CH2:44]5)=[CH:39][CH:38]=4)[C:8]([C@H:29]4[CH2:34][CH2:33][CH2:32][CH2:31][C@H:30]4[C:35]([OH:37])=[O:36])=[N:9][C:10]=3[CH:15]=1)[CH:27]=[CH:26]2. (5) Given the reactants [F:1][C:2]([F:19])([F:18])[CH2:3][O:4][CH2:5][CH2:6][O:7][C:8]1[N:13]=[CH:12][C:11]([C:14]([O:16]C)=[O:15])=[CH:10][CH:9]=1.[OH-].[Na+], predict the reaction product. The product is: [F:19][C:2]([F:1])([F:18])[CH2:3][O:4][CH2:5][CH2:6][O:7][C:8]1[N:13]=[CH:12][C:11]([C:14]([OH:16])=[O:15])=[CH:10][CH:9]=1. (6) Given the reactants C([O:3][C:4](=[O:30])[CH2:5][C:6]1[CH:11]=[CH:10][C:9]([O:12][CH2:13]/[CH:14]=[C:15](/[C:17]2[CH:22]=[CH:21][C:20]([C:23]3[CH:28]=[CH:27][C:26]([Br:29])=[CH:25][CH:24]=3)=[CH:19][CH:18]=2)\[CH3:16])=[CH:8][CH:7]=1)C.C(O)C, predict the reaction product. The product is: [Br:29][C:26]1[CH:27]=[CH:28][C:23]([C:20]2[CH:19]=[CH:18][C:17](/[C:15](/[CH3:16])=[CH:14]/[CH2:13][O:12][C:9]3[CH:8]=[CH:7][C:6]([CH2:5][C:4]([OH:30])=[O:3])=[CH:11][CH:10]=3)=[CH:22][CH:21]=2)=[CH:24][CH:25]=1. (7) The product is: [Br:14][CH:4]([C:5]1[CH:10]=[CH:9][CH:8]=[CH:7][CH:6]=1)[C:3](=[O:11])[C:2]([F:12])([F:13])[F:1]. Given the reactants [F:1][C:2]([F:13])([F:12])[C:3](=[O:11])[CH2:4][C:5]1[CH:10]=[CH:9][CH:8]=[CH:7][CH:6]=1.[Br:14]Br, predict the reaction product. (8) Given the reactants [Cl:1][C:2]1[N:3]=[C:4]([N:13]2[CH2:18][CH2:17][O:16][CH2:15][CH2:14]2)[C:5]2[S:10][C:9]([CH:11]=O)=[CH:8][C:6]=2[N:7]=1.[CH3:19][N:20]([CH3:26])[CH:21]1[CH2:25][CH2:24][NH:23][CH2:22]1, predict the reaction product. The product is: [Cl:1][C:2]1[N:3]=[C:4]([N:13]2[CH2:18][CH2:17][O:16][CH2:15][CH2:14]2)[C:5]2[S:10][C:9]([CH2:11][N:23]3[CH2:24][CH2:25][CH:21]([N:20]([CH3:26])[CH3:19])[CH2:22]3)=[CH:8][C:6]=2[N:7]=1. (9) Given the reactants [CH2:1]([OH:8])[C:2]1[CH:7]=[CH:6][CH:5]=[CH:4][CH:3]=1.C(O[K])(C)(C)C.[C:15]1([CH3:21])[CH:20]=[CH:19][CH:18]=[CH:17][CH:16]=1.CN(C)C=O.[C:27]1(/[CH:33]=[CH:34]/[C:35]2[N:40]=[N:39][C:38]3OC4C=CC=CC=4[O:44][C:37]=3[CH:36]=2)[CH:32]=[CH:31][CH:30]=[CH:29][CH:28]=1, predict the reaction product. The product is: [CH2:1]([O:8][C:38]1[N:39]=[N:40][C:35](/[CH:34]=[CH:33]/[C:27]2[CH:32]=[CH:31][CH:30]=[CH:29][CH:28]=2)=[CH:36][C:37]=1[O:44][CH2:21][C:15]1[CH:20]=[CH:19][CH:18]=[CH:17][CH:16]=1)[C:2]1[CH:7]=[CH:6][CH:5]=[CH:4][CH:3]=1. (10) Given the reactants [C:1]([O:5][C:6]([N:8]1[CH2:13][CH2:12][CH:11]([O:14][C:15]2[C:20]([CH3:21])=[C:19]([Cl:22])[N:18]=[CH:17][N:16]=2)[CH2:10][CH2:9]1)=[O:7])(C)([CH3:3])[CH3:2], predict the reaction product. The product is: [CH:1]([O:5][C:6]([N:8]1[CH2:13][CH2:12][CH:11]([O:14][C:15]2[C:20]([CH3:21])=[C:19]([Cl:22])[N:18]=[CH:17][N:16]=2)[CH2:10][CH2:9]1)=[O:7])([CH3:3])[CH3:2].